Dataset: Catalyst prediction with 721,799 reactions and 888 catalyst types from USPTO. Task: Predict which catalyst facilitates the given reaction. (1) Reactant: [H-].[Li+].[Cl:3][C:4]1[CH:5]=[C:6]([C:11](=[O:16])[C:12]([F:15])([F:14])[F:13])[CH:7]=[C:8]([Cl:10])[CH:9]=1.[Br:17][C:18]1[CH:19]=[C:20]([C:24](=[O:26])[CH3:25])[S:21][C:22]=1[CH3:23].CC(OC)(C)C. Product: [Br:17][C:18]1[CH:19]=[C:20]([C:24](=[O:26])[CH2:25][C:11]([C:6]2[CH:5]=[C:4]([Cl:3])[CH:9]=[C:8]([Cl:10])[CH:7]=2)([OH:16])[C:12]([F:13])([F:14])[F:15])[S:21][C:22]=1[CH3:23]. The catalyst class is: 1. (2) Reactant: [Cl:1][CH:2]([CH3:6])[C:3](Cl)=[O:4].[CH2:7]([Mg]Br)[CH2:8][C:9]1[CH:14]=[CH:13][CH:12]=[CH:11][CH:10]=1. Product: [Cl:1][CH:2]([CH3:6])[C:3](=[O:4])[CH2:7][CH2:8][C:9]1[CH:14]=[CH:13][CH:12]=[CH:11][CH:10]=1. The catalyst class is: 7. (3) Reactant: [Cl:1][C:2]1[CH:10]=[CH:9][C:5]([C:6]([OH:8])=O)=[CH:4][CH:3]=1.CN([C:14]([O:18]N1N=NC2C=CC=NC1=2)=[N+](C)C)C.F[P-](F)(F)(F)(F)F.C(N([CH:41]([CH3:43])C)CC)(C)C.Cl.C(O[C@@H:48]1[CH2:53][CH2:52][CH2:51][N:50]([CH2:54][C@H:55]2[CH2:60][CH2:59][CH2:58][CH2:57][C@@H:56]2[NH2:61])[CH2:49]1)C. Product: [Cl:1][C:2]1[CH:3]=[CH:4][C:5]([C:6]([NH:61][C@H:56]2[CH2:57][CH2:58][CH2:59][CH2:60][C@@H:55]2[CH2:54][N:50]2[CH2:51][CH2:52][CH2:53][C@@H:48]([CH2:14][O:18][CH2:41][CH3:43])[CH2:49]2)=[O:8])=[CH:9][CH:10]=1. The catalyst class is: 3. (4) Reactant: [CH2:1]([N:8]1[C:12]2[CH:13]=[CH:14][C:15]3[N:16]([C:17]([CH3:20])=[N:18][N:19]=3)[C:11]=2[CH:10]=[C:9]1[C:21]1[CH:25]=[CH:24][N:23]([C:26]2([CH2:30][C:31]#[N:32])[CH2:29][NH:28][CH2:27]2)[N:22]=1)[C:2]1[CH:7]=[CH:6][CH:5]=[CH:4][CH:3]=1.[C:33](Cl)(=[O:35])[CH3:34].C(N(CC)CC)C. The catalyst class is: 2. Product: [C:33]([N:28]1[CH2:29][C:26]([CH2:30][C:31]#[N:32])([N:23]2[CH:24]=[CH:25][C:21]([C:9]3[N:8]([CH2:1][C:2]4[CH:7]=[CH:6][CH:5]=[CH:4][CH:3]=4)[C:12]4[CH:13]=[CH:14][C:15]5[N:16]([C:17]([CH3:20])=[N:18][N:19]=5)[C:11]=4[CH:10]=3)=[N:22]2)[CH2:27]1)(=[O:35])[CH3:34].